The task is: Regression/Classification. Given a drug SMILES string, predict its absorption, distribution, metabolism, or excretion properties. Task type varies by dataset: regression for continuous measurements (e.g., permeability, clearance, half-life) or binary classification for categorical outcomes (e.g., BBB penetration, CYP inhibition). For this dataset (lipophilicity_astrazeneca), we predict Y.. This data is from Experimental lipophilicity measurements (octanol/water distribution) for 4,200 compounds from AstraZeneca. (1) The compound is CC1CC(=O)Nc2ccccc2N1. The Y is 0.560 logD. (2) The molecule is CN(C)c1cccc2c(S(N)(=O)=O)cccc12. The Y is 1.95 logD. (3) The drug is NC1(c2ccc(-c3nc4ccccc4cc3-c3ccccc3)cc2)CCC1. The Y is 3.60 logD. (4) The Y is 2.10 logD. The drug is Cn1c(N)nc(CCc2ccc3cc[nH]c3c2)cc1=O. (5) The molecule is CC(=O)NC1CC(C)N(C(=O)c2ccccc2)c2ccccc21. The Y is 2.00 logD. (6) The molecule is O=C(Oc1ccc2c(c1)OCCC2=O)c1ccccc1. The Y is 3.60 logD. (7) The compound is CC(C)C(NC(=O)Cn1c(-c2ccccc2)ccc(NC(=O)NCc2ccccn2)c1=O)C(=O)C(F)(F)F. The Y is 2.15 logD.